Task: Predict the reactants needed to synthesize the given product.. Dataset: Full USPTO retrosynthesis dataset with 1.9M reactions from patents (1976-2016) (1) The reactants are: [CH3:1][O:2][C:3](=[O:30])[CH2:4][CH2:5][CH:6]([N:16]([CH3:29])[C:17]([NH:19][CH2:20][C:21]1[CH:26]=[CH:25][CH:24]=[C:23]([F:27])[C:22]=1[Cl:28])=[O:18])[CH2:7][O:8][Si](C(C)(C)C)(C)C.CCCC[N+:35]([CH2:44][CH2:45][CH2:46][CH3:47])([CH2:40][CH2:41][CH2:42][CH3:43])CCCC.[F-].[C:49]1(C)C=CC=CC=1.C1C2C(=CC=CC=2)C=C([C:66]([N:68]=[N+]=[N-])=[O:67])N=1. Given the product [CH3:1][O:2][C:3](=[O:30])[CH2:4][CH2:5][CH:6]([N:16]([CH3:29])[C:17]([NH:19][CH2:20][C:21]1[CH:26]=[CH:25][CH:24]=[C:23]([F:27])[C:22]=1[Cl:28])=[O:18])[CH2:7][O:8][C:66](=[O:67])[NH:68][C:44]1[N:35]=[CH:40][C:41]2[C:46]([CH:45]=1)=[CH:47][CH:49]=[CH:43][CH:42]=2, predict the reactants needed to synthesize it. (2) Given the product [CH3:9][O:10][C:11]1[C:29]([O:30][CH3:31])=[C:28]([O:32][CH3:33])[CH:27]=[C:26]([CH3:34])[C:12]=1[C:13]([C:15]1[C:16]([S:2][CH3:1])=[N:17][CH:18]=[CH:19][C:20]=1[C:21]([F:24])([F:23])[F:22])=[O:14], predict the reactants needed to synthesize it. The reactants are: [CH3:1][S-:2].[Na+].CN(C)C=O.[CH3:9][O:10][C:11]1[C:29]([O:30][CH3:31])=[C:28]([O:32][CH3:33])[CH:27]=[C:26]([CH3:34])[C:12]=1[C:13]([C:15]1[C:16](Cl)=[N:17][CH:18]=[CH:19][C:20]=1[C:21]([F:24])([F:23])[F:22])=[O:14].O. (3) Given the product [C:12]([O:1][C:2]1[CH:3]=[C:4]([CH2:8][C:9]([OH:11])=[O:10])[CH:5]=[CH:6][CH:7]=1)(=[O:14])[CH3:13], predict the reactants needed to synthesize it. The reactants are: [OH:1][C:2]1[CH:3]=[C:4]([CH2:8][C:9]([OH:11])=[O:10])[CH:5]=[CH:6][CH:7]=1.[C:12](OC(=O)C)(=[O:14])[CH3:13]. (4) Given the product [CH3:20][N:4]([CH2:3][C:2](=[O:1])[C:14]1[CH:19]=[CH:18][CH:17]=[CH:16][CH:15]=1)[S:5]([C:8]1[CH:13]=[CH:12][CH:11]=[CH:10][CH:9]=1)(=[O:7])=[O:6], predict the reactants needed to synthesize it. The reactants are: [O:1]=[C:2]([C:14]1[CH:19]=[CH:18][CH:17]=[CH:16][CH:15]=1)[CH2:3][NH:4][S:5]([C:8]1[CH:13]=[CH:12][CH:11]=[CH:10][CH:9]=1)(=[O:7])=[O:6].[C:20]([O-])([O-])=O.[K+].[K+].IC. (5) Given the product [F:1][C:2]1[CH:3]=[C:4]([CH:5]=[CH:6][C:7]=1[F:8])[O:9][C:11]1[CH:12]=[CH:13][C:14]([N+:26]([O-:28])=[O:27])=[C:15]([CH2:17][NH:18][C:19](=[O:25])[O:20][C:21]([CH3:24])([CH3:22])[CH3:23])[CH:16]=1, predict the reactants needed to synthesize it. The reactants are: [F:1][C:2]1[CH:3]=[C:4]([OH:9])[CH:5]=[CH:6][C:7]=1[F:8].Cl[C:11]1[CH:12]=[CH:13][C:14]([N+:26]([O-:28])=[O:27])=[C:15]([CH2:17][NH:18][C:19](=[O:25])[O:20][C:21]([CH3:24])([CH3:23])[CH3:22])[CH:16]=1.[H-].[Na+]. (6) The reactants are: [C:1]([O:5][C:6]([N:8]1[CH2:13][CH2:12][N:11]([C:14]([CH:16]2[CH2:20][CH2:19][N:18]([CH2:21][C:22]3[CH:27]=[CH:26][CH:25]=[CH:24][CH:23]=3)[CH2:17]2)=O)[CH2:10][CH2:9]1)=[O:7])([CH3:4])([CH3:3])[CH3:2].B.C1COCC1. Given the product [C:1]([O:5][C:6]([N:8]1[CH2:9][CH2:10][N:11]([CH2:14][CH:16]2[CH2:20][CH2:19][N:18]([CH2:21][C:22]3[CH:23]=[CH:24][CH:25]=[CH:26][CH:27]=3)[CH2:17]2)[CH2:12][CH2:13]1)=[O:7])([CH3:4])([CH3:2])[CH3:3], predict the reactants needed to synthesize it. (7) The reactants are: [C:1]([O:5][C:6]([N:8]1[CH2:13][CH:12]=[C:11]([C:14]2[CH:15]=[C:16]3[C:25](=[CH:26][CH:27]=2)[O:24][CH2:23][C:22]2[N:17]3[C@H:18]([CH3:29])[C:19](=[O:28])[NH:20][N:21]=2)[C@@H:10]([CH3:30])[CH2:9]1)=[O:7])([CH3:4])([CH3:3])[CH3:2]. Given the product [C:1]([O:5][C:6]([N:8]1[CH2:13][CH2:12][C@@H:11]([C:14]2[CH:15]=[C:16]3[C:25](=[CH:26][CH:27]=2)[O:24][CH2:23][C:22]2[N:17]3[C@H:18]([CH3:29])[C:19](=[O:28])[NH:20][N:21]=2)[C@@H:10]([CH3:30])[CH2:9]1)=[O:7])([CH3:4])([CH3:2])[CH3:3], predict the reactants needed to synthesize it.